This data is from Reaction yield outcomes from USPTO patents with 853,638 reactions. The task is: Predict the reaction yield, written as a fraction of the theoretical maximum amount of product (1.0 means a 100% yield; for example, 0.34 means a 34% yield). (1) The catalyst is N1C=CC=CC=1. The yield is 0.0800. The reactants are [CH3:1][NH:2][S:3](Cl)(=[O:5])=[O:4].[NH2:7][C:8]1[C:9]([CH:18]([C:20]2[CH:25]=[CH:24][CH:23]=[CH:22][CH:21]=2)O)=[CH:10][CH:11]=[C:12]2[C:17]=1[N:16]=[CH:15][CH:14]=[CH:13]2. The product is [CH3:1][N:2]1[S:3](=[O:5])(=[O:4])[NH:7][C:8]2[C:17]3[C:12](=[CH:13][CH:14]=[CH:15][N:16]=3)[CH:11]=[CH:10][C:9]=2[CH:18]1[C:20]1[CH:25]=[CH:24][CH:23]=[CH:22][CH:21]=1. (2) The reactants are [O:1]1[C:5]2[CH:6]=[CH:7][C:8]([CH2:10][C:11]#N)=[CH:9][C:4]=2[O:3][CH2:2]1.Br[CH2:14][CH2:15]Cl.[OH-:17].[Na+].[OH2:19]. The catalyst is [Cl-].C([N+](CC)(CC)CC)C1C=CC=CC=1. The product is [O:1]1[C:5]2[CH:6]=[CH:7][C:8]([C:10]3([C:11]([OH:19])=[O:17])[CH2:15][CH2:14]3)=[CH:9][C:4]=2[O:3][CH2:2]1. The yield is 0.800.